Dataset: Catalyst prediction with 721,799 reactions and 888 catalyst types from USPTO. Task: Predict which catalyst facilitates the given reaction. (1) Product: [C:1]([O:5][C:6]([N:8]1[CH2:12][CH2:11][C@H:10]([C:13](=[O:15])[NH:16][C@:17]2([C:22]([NH:24][S:25]([C:28]3[CH:33]=[CH:32][CH:31]=[C:30]([O:34][CH2:35][C:36]4[CH:41]=[CH:40][CH:39]=[CH:38][CH:37]=4)[CH:29]=3)(=[O:27])=[O:26])=[O:23])[CH2:19][C@H:18]2[CH:20]=[CH2:21])[CH2:9]1)=[O:7])([CH3:2])([CH3:3])[CH3:4]. The catalyst class is: 3. Reactant: [C:1]([O:5][C:6]([N:8]1[CH2:12][CH2:11][C@H:10]([C:13]([OH:15])=O)[CH2:9]1)=[O:7])([CH3:4])([CH3:3])[CH3:2].[NH2:16][C@:17]1([C:22]([NH:24][S:25]([C:28]2[CH:33]=[CH:32][CH:31]=[C:30]([O:34][CH2:35][C:36]3[CH:41]=[CH:40][CH:39]=[CH:38][CH:37]=3)[CH:29]=2)(=[O:27])=[O:26])=[O:23])[CH2:19][C@H:18]1[CH:20]=[CH2:21].CCN(C(C)C)C(C)C.CN(C(ON1N=NC2C=CC=CC1=2)=[N+](C)C)C.[B-](F)(F)(F)F.Cl. (2) Reactant: COC1C=CC([NH:9][C:10]2[CH:11]=[C:12]([N:16]([CH2:24][C:25]3[CH:30]=[CH:29][CH:28]=[C:27]([O:31][C:32]([F:37])([F:36])[CH:33]([F:35])[F:34])[CH:26]=3)[CH2:17][CH:18]([OH:23])[C:19]([F:22])([F:21])[F:20])[CH:13]=[CH:14][CH:15]=2)=CC=1.CI.C(=O)([O-])[O-].[Cs+].[Cs+].[CH3:46][O:47][C:48]1[CH:53]=[CH:52][C:51]([CH2:54]NC2C=C(CC(NCC3C=CC=C(OC(F)(F)C(F)F)C=3)(O)C(F)(F)F)C=CC=2)=[CH:50][CH:49]=1. Product: [CH3:46][O:47][C:48]1[CH:53]=[CH:52][C:51]([CH2:54][NH:9][C:10]2[CH:11]=[C:12]([N:16]([CH2:24][C:25]3[CH:30]=[CH:29][CH:28]=[C:27]([O:31][C:32]([F:37])([F:36])[CH:33]([F:34])[F:35])[CH:26]=3)[CH2:17][CH:18]([OH:23])[C:19]([F:22])([F:20])[F:21])[CH:13]=[CH:14][CH:15]=2)=[CH:50][CH:49]=1. The catalyst class is: 7. (3) Reactant: [NH:1]([C:3]1[N:8]=[CH:7][CH:6]=[CH:5][N:4]=1)[NH2:2].C(N(CC)CC)C.C[O:17][C:18](=O)[N:19]=[C:20](SC)[C:21]([C:35]1[CH:40]=[C:39]([O:41][CH3:42])[CH:38]=[C:37]([O:43][CH2:44][CH2:45][O:46][CH:47]2[CH2:52][CH2:51][CH2:50][CH2:49][O:48]2)[C:36]=1[F:53])=[N:22][C:23]1[CH:28]=[CH:27][C:26]([C:29]2[N:33]=[C:32]([CH3:34])[O:31][N:30]=2)=[CH:25][CH:24]=1. Product: [F:53][C:36]1[C:37]([O:43][CH2:44][CH2:45][O:46][CH:47]2[CH2:52][CH2:51][CH2:50][CH2:49][O:48]2)=[CH:38][C:39]([O:41][CH3:42])=[CH:40][C:35]=1[C:21](=[N:22][C:23]1[CH:28]=[CH:27][C:26]([C:29]2[N:33]=[C:32]([CH3:34])[O:31][N:30]=2)=[CH:25][CH:24]=1)[C:20]1[NH:19][C:18](=[O:17])[N:1]([C:3]2[N:8]=[CH:7][CH:6]=[CH:5][N:4]=2)[N:2]=1. The catalyst class is: 3. (4) Reactant: [NH2:1][C:2]1[CH:7]=[CH:6][C:5]([NH:8][S:9]([CH3:12])(=[O:11])=[O:10])=[CH:4][C:3]=1[N+:13]([O-])=O.[BH4-].[Na+].[NH4+].[Cl-]. Product: [NH2:13][C:3]1[CH:4]=[C:5]([NH:8][S:9]([CH3:12])(=[O:11])=[O:10])[CH:6]=[CH:7][C:2]=1[NH2:1]. The catalyst class is: 515. (5) Reactant: [F:1][C:2]([F:41])([F:40])[C:3]1[CH:4]=[C:5]([CH:33]=[C:34]([C:36]([F:39])([F:38])[F:37])[CH:35]=1)[C:6]([N:8]1[CH2:13][CH2:12][N:11]([CH2:14][C:15]2[CH:16]=[N:17][N:18]([CH2:20][C:21]([OH:23])=[O:22])[CH:19]=2)[CH2:10][C@H:9]1[CH2:24][C:25]1[CH:30]=[CH:29][C:28]([CH3:31])=[C:27]([CH3:32])[CH:26]=1)=[O:7].O.ON1C2C=CC=CC=2N=N1.[ClH:53].C(N=C=NCCCN(C)C)C.[NH:65]1[CH2:70][CH2:69][O:68][CH2:67][CH2:66]1.Cl.C(OC(C)C)(C)C. Product: [ClH:53].[F:39][C:36]([F:38])([F:37])[C:34]1[CH:33]=[C:5]([CH:4]=[C:3]([C:2]([F:1])([F:40])[F:41])[CH:35]=1)[C:6]([N:8]1[CH2:13][CH2:12][N:11]([CH2:14][C:15]2[CH:16]=[N:17][N:18]([CH:20]([N:65]3[CH2:70][CH2:69][O:68][CH2:67][CH2:66]3)[C:21]([OH:23])=[O:22])[CH:19]=2)[CH2:10][C@H:9]1[CH2:24][C:25]1[CH:30]=[CH:29][C:28]([CH3:31])=[C:27]([CH3:32])[CH:26]=1)=[O:7]. The catalyst class is: 54. (6) Reactant: [CH:1]1[N:5]2[C:6]3[CH:28]=[CH:27][CH:26]=[CH:25][C:7]=3[CH2:8][CH2:9][C@@H:10]([NH:11][C:12]([C:14]3([NH:17]C(=O)OC(C)(C)C)[CH2:16][CH2:15]3)=[O:13])[C:4]2=[N:3][CH:2]=1.FC(F)(F)C(O)=O. Product: [NH2:17][C:14]1([C:12]([NH:11][C@@H:10]2[CH2:9][CH2:8][C:7]3[CH:25]=[CH:26][CH:27]=[CH:28][C:6]=3[N:5]3[CH:1]=[CH:2][N:3]=[C:4]23)=[O:13])[CH2:15][CH2:16]1. The catalyst class is: 4. (7) Reactant: [CH2:1]([CH:4]1[CH2:9][CH2:8][CH:7]([CH:10]2[CH2:15][CH2:14][CH:13]([C:16]3[Se:17][CH:18]=[CH:19][CH:20]=3)[CH2:12][CH2:11]2)[CH2:6][CH2:5]1)[CH2:2][CH3:3].[Li][CH2:22]CCC.CI.[Cl-].[NH4+].N. Product: [CH3:22][C:18]1[Se:17][C:16]([CH:13]2[CH2:14][CH2:15][CH:10]([CH:7]3[CH2:6][CH2:5][CH:4]([CH2:1][CH2:2][CH3:3])[CH2:9][CH2:8]3)[CH2:11][CH2:12]2)=[CH:20][CH:19]=1. The catalyst class is: 27. (8) Reactant: [C:1]([NH:8][C@@H:9]([C:11]([OH:13])=O)[CH3:10])([O:3][C:4]([CH3:7])([CH3:6])[CH3:5])=[O:2].N1C(F)=NC(F)=NC=1[F:16].N1C=CC=CC=1. Product: [C:4]([O:3][C:1](=[O:2])[NH:8][C@@H:9]([C:11]([F:16])=[O:13])[CH3:10])([CH3:7])([CH3:6])[CH3:5]. The catalyst class is: 2. (9) Reactant: Cl.[CH3:2][O:3][C:4](=[O:22])[C@H:5]([CH2:7][C:8]1[CH:13]=[CH:12][C:11]([C:14]2[CH:19]=[CH:18][CH:17]=[CH:16][C:15]=2[O:20][CH3:21])=[CH:10][CH:9]=1)[NH2:6].[C:23]1([C@H:29]([CH3:33])[C:30](O)=[O:31])[CH:28]=[CH:27][CH:26]=[CH:25][CH:24]=1.C1C=CC2N(O)N=NC=2C=1.CCN(C(C)C)C(C)C. Product: [CH3:2][O:3][C:4](=[O:22])[C@H:5]([CH2:7][C:8]1[CH:13]=[CH:12][C:11]([C:14]2[CH:19]=[CH:18][CH:17]=[CH:16][C:15]=2[O:20][CH3:21])=[CH:10][CH:9]=1)[NH:6][C:30](=[O:31])[C@H:29]([C:23]1[CH:28]=[CH:27][CH:26]=[CH:25][CH:24]=1)[CH3:33]. The catalyst class is: 607.